The task is: Predict the reaction yield, written as a fraction of the theoretical maximum amount of product (1.0 means a 100% yield; for example, 0.34 means a 34% yield).. This data is from Reaction yield outcomes from USPTO patents with 853,638 reactions. (1) The reactants are C(Cl)(=O)C(Cl)=O.[C:7]([O:11][C:12]([NH:14][C@@H:15]1[CH2:20][CH2:19][C@H:18]([O:21][C:22]2[CH:30]=[C:29]([CH3:31])[CH:28]=[CH:27][C:23]=2[C:24](O)=[S:25])[CH2:17][CH2:16]1)=[O:13])([CH3:10])([CH3:9])[CH3:8].N1C=CC=CC=1.[NH2:38][C:39]1[C:40]([C:45]([NH:47][C:48]2[CH:53]=[CH:52][C:51]([Cl:54])=[CH:50][N:49]=2)=[O:46])=[N:41][CH:42]=[CH:43][CH:44]=1. The catalyst is CN(C=O)C.C(Cl)Cl. The product is [C:7]([O:11][C:12]([NH:14][C@@H:15]1[CH2:16][CH2:17][C@H:18]([O:21][C:22]2[CH:30]=[C:29]([CH3:31])[CH:28]=[CH:27][C:23]=2[C:24]([NH:38][C:39]2[C:40]([C:45]([NH:47][C:48]3[CH:53]=[CH:52][C:51]([Cl:54])=[CH:50][N:49]=3)=[O:46])=[N:41][CH:42]=[CH:43][CH:44]=2)=[S:25])[CH2:19][CH2:20]1)=[O:13])([CH3:8])([CH3:9])[CH3:10]. The yield is 0.800. (2) The reactants are [CH3:1][C:2]1([CH3:35])[CH2:6][C:5]2[C:7]([CH2:11][N:12]3[CH2:34][CH2:33][C:15]4([CH2:20][CH2:19][N:18]([C:21]([C:23]5[CH:28]=[CH:27][N:26]=[CH:25][C:24]=5[CH2:29][C:30](O)=[O:31])=[O:22])[CH2:17][CH2:16]4)[CH2:14][CH2:13]3)=[CH:8][CH:9]=[CH:10][C:4]=2[O:3]1.CN(C(O[N:51]1N=[N:51][C:46]2[CH:47]=[CH:48][CH:48]=[CH:47][C:46]1=2)=[N+](C)C)C.F[P-](F)(F)(F)(F)F.C1(N)CC1.C(N(CC)CC)C. The product is [CH:46]1([NH:51][C:30](=[O:31])[CH2:29][C:24]2[CH:25]=[N:26][CH:27]=[CH:28][C:23]=2[C:21]([N:18]2[CH2:17][CH2:16][C:15]3([CH2:14][CH2:13][N:12]([CH2:11][C:7]4[C:5]5[CH2:6][C:2]([CH3:1])([CH3:35])[O:3][C:4]=5[CH:10]=[CH:9][CH:8]=4)[CH2:34][CH2:33]3)[CH2:20][CH2:19]2)=[O:22])[CH2:48][CH2:47]1. The yield is 0.300. The catalyst is CC#N.CN1C(=O)CCC1.CCOC(C)=O. (3) The reactants are [Br:1][C:2]1[CH:3]=[C:4]([CH:7]=[CH:8][C:9]=1[N:10]1[C:22]2[CH2:21][CH2:20][CH2:19][C:18](=[O:23])[C:17]=2[C:16]2[C:11]1=[CH:12][CH:13]=[CH:14][CH:15]=2)[C:5]#[N:6].CS(C)=[O:26].[OH-].[K+].OO. The catalyst is C(OCC)(=O)C.C(O)C. The product is [Br:1][C:2]1[CH:3]=[C:4]([CH:7]=[CH:8][C:9]=1[N:10]1[C:22]2[CH2:21][CH2:20][CH2:19][C:18](=[O:23])[C:17]=2[C:16]2[C:11]1=[CH:12][CH:13]=[CH:14][CH:15]=2)[C:5]([NH2:6])=[O:26]. The yield is 0.520. (4) The yield is 0.960. The catalyst is CN(C=O)C. The reactants are [NH2:1][NH:2][C:3]([C:5]1[CH:10]=[CH:9][C:8]([F:11])=[C:7]([F:12])[C:6]=1[NH:13][C:14]1[CH:19]=[CH:18][C:17]([I:20])=[CH:16][C:15]=1[F:21])=[O:4].[C:22](N1C=CN=C1)(N1C=CN=C1)=[O:23].C(OCC)(=O)C. The product is [F:12][C:7]1[C:6]([NH:13][C:14]2[CH:19]=[CH:18][C:17]([I:20])=[CH:16][C:15]=2[F:21])=[C:5]([C:3]2[O:4][C:22](=[O:23])[NH:1][N:2]=2)[CH:10]=[CH:9][C:8]=1[F:11]. (5) The product is [OH:10][C:11]1[CH:22]=[CH:21][C:14]2[S:15][CH:16]=[C:17]([C:18]([OH:20])=[O:19])[C:13]=2[CH:12]=1. The reactants are C1(S([O:10][C:11]2[CH:22]=[CH:21][C:14]3[S:15][CH:16]=[C:17]([C:18]([OH:20])=[O:19])[C:13]=3[CH:12]=2)(=O)=O)C=CC=CC=1.Cl. The catalyst is [OH-].[Na+]. The yield is 0.966. (6) The reactants are [OH-].[NH4+:2].[NH3:3].C(O[C:7](OCC)(OCC)[CH2:8][CH3:9])C.[Cl:16][C:17]1[CH:18]=[C:19]([C:23](=O)[CH2:24][C:25]([O:27]CC)=O)[CH:20]=[CH:21][CH:22]=1. The catalyst is CO.C(O)C. The product is [Cl:16][C:17]1[CH:18]=[C:19]([C:23]2[N:3]=[C:7]([CH2:8][CH3:9])[NH:2][C:25](=[O:27])[CH:24]=2)[CH:20]=[CH:21][CH:22]=1. The yield is 0.0600. (7) The reactants are [NH2:1][C:2]1[CH:10]=[C:9]([O:11][CH3:12])[CH:8]=[C:7]([O:13][CH3:14])[C:3]=1[C:4]([NH2:6])=[O:5].[OH:15][CH2:16][CH2:17][O:18][C:19]1[C:26]([CH3:27])=[CH:25][C:22]([CH:23]=O)=[CH:21][C:20]=1[CH3:28].OS([O-])=O.[Na+].CC1C=CC(S(O)(=O)=O)=CC=1. The catalyst is CN(C)C(=O)C. The product is [OH:15][CH2:16][CH2:17][O:18][C:19]1[C:26]([CH3:27])=[CH:25][C:22]([C:23]2[NH:6][C:4](=[O:5])[C:3]3[C:2](=[CH:10][C:9]([O:11][CH3:12])=[CH:8][C:7]=3[O:13][CH3:14])[N:1]=2)=[CH:21][C:20]=1[CH3:28]. The yield is 0.520.